This data is from Full USPTO retrosynthesis dataset with 1.9M reactions from patents (1976-2016). The task is: Predict the reactants needed to synthesize the given product. (1) Given the product [CH:1]1([CH:4]([C:11]2[C:16]([F:17])=[CH:15][N:14]=[C:13]([O:18][CH2:19][C:20]3[CH:25]=[CH:24][C:23]([C:26]4[CH:31]=[C:30]([O:32][CH3:33])[CH:29]=[CH:28][C:27]=4[F:34])=[C:22]([CH2:35][C:36]([CH3:39])([CH3:38])[CH3:37])[N:21]=3)[CH:12]=2)[CH2:5][C:6]([OH:8])=[O:7])[CH2:2][CH2:3]1, predict the reactants needed to synthesize it. The reactants are: [CH:1]1([CH:4]([C:11]2[C:16]([F:17])=[CH:15][N:14]=[C:13]([O:18][CH2:19][C:20]3[CH:25]=[CH:24][C:23]([C:26]4[CH:31]=[C:30]([O:32][CH3:33])[CH:29]=[CH:28][C:27]=4[F:34])=[C:22]([CH2:35][C:36]([CH3:39])([CH3:38])[CH3:37])[N:21]=3)[CH:12]=2)[CH2:5][C:6]([O:8]CC)=[O:7])[CH2:3][CH2:2]1.[OH-].[Na+].Cl. (2) The reactants are: Br[C:2]1[N:6]=[CH:5][N:4]([CH2:7][O:8][CH2:9][CH2:10][Si:11]([CH3:14])([CH3:13])[CH3:12])[C:3]=1[C:15]1[CH:16]=[N:17][CH:18]=[CH:19][CH:20]=1.[CH2:21]([SH:27])[CH2:22][CH2:23][CH2:24][CH2:25][CH3:26].C([O-])([O-])=O.[K+].[K+].CC1(C)C2C(=C(P(C3C=CC=CC=3)C3C=CC=CC=3)C=CC=2)OC2C(P(C3C=CC=CC=3)C3C=CC=CC=3)=CC=CC1=2. Given the product [CH2:21]([S:27][C:2]1[N:6]=[CH:5][N:4]([CH2:7][O:8][CH2:9][CH2:10][Si:11]([CH3:14])([CH3:13])[CH3:12])[C:3]=1[C:15]1[CH:16]=[N:17][CH:18]=[CH:19][CH:20]=1)[CH2:22][CH2:23][CH2:24][CH2:25][CH3:26], predict the reactants needed to synthesize it. (3) Given the product [N+:18]([C:15]1[CH:16]=[CH:17][C:12]([O:10][C:8]2[CH:7]=[CH:6][C:5]3[CH2:1][O:2][CH2:3][C:4]=3[CH:9]=2)=[CH:13][CH:14]=1)([O-:20])=[O:19], predict the reactants needed to synthesize it. The reactants are: [CH2:1]1[C:5]2[CH:6]=[CH:7][C:8]([OH:10])=[CH:9][C:4]=2[CH2:3][O:2]1.F[C:12]1[CH:17]=[CH:16][C:15]([N+:18]([O-:20])=[O:19])=[CH:14][CH:13]=1.C(=O)([O-])[O-].[K+].[K+]. (4) The reactants are: [C:1]([O:5][C:6]([NH:8][C@H:9]([C:18]([OH:20])=O)[CH2:10][C:11]1[CH:16]=[CH:15][CH:14]=[CH:13][C:12]=1[Cl:17])=[O:7])([CH3:4])([CH3:3])[CH3:2].CCN(C(C)C)C(C)C.Cl.[CH3:31][O:32][C:33]1[CH:34]=[C:35]([C:41]2[C@@H:50]3[C@@H:45]([CH2:46][CH2:47][CH2:48][CH2:49]3)[C:44](=[O:51])[N:43]([CH:52]3[CH2:57][CH2:56][NH:55][CH2:54][CH2:53]3)[N:42]=2)[CH:36]=[CH:37][C:38]=1[O:39][CH3:40].CN(C(ON1N=NC2C=CC=CC1=2)=[N+](C)C)C.F[P-](F)(F)(F)(F)F.C(=O)(O)[O-].[Na+]. Given the product [Cl:17][C:12]1[CH:13]=[CH:14][CH:15]=[CH:16][C:11]=1[CH2:10][C@H:9]([NH:8][C:6](=[O:7])[O:5][C:1]([CH3:2])([CH3:3])[CH3:4])[C:18]([N:55]1[CH2:56][CH2:57][CH:52]([N:43]2[N:42]=[C:41]([C:35]3[CH:36]=[CH:37][C:38]([O:39][CH3:40])=[C:33]([O:32][CH3:31])[CH:34]=3)[C@@H:50]3[C@@H:45]([CH2:46][CH2:47][CH2:48][CH2:49]3)[C:44]2=[O:51])[CH2:53][CH2:54]1)=[O:20], predict the reactants needed to synthesize it. (5) Given the product [Br:6][C:7]1[CH:8]=[CH:9][C:10]([F:15])=[C:11]([CH:12]=[CH2:2])[CH:14]=1, predict the reactants needed to synthesize it. The reactants are: [Li][CH2:2]CCC.[Br:6][C:7]1[CH:8]=[CH:9][C:10]([F:15])=[C:11]([CH:14]=1)[CH:12]=O.